Task: Regression/Classification. Given a drug SMILES string, predict its absorption, distribution, metabolism, or excretion properties. Task type varies by dataset: regression for continuous measurements (e.g., permeability, clearance, half-life) or binary classification for categorical outcomes (e.g., BBB penetration, CYP inhibition). Dataset: pgp_broccatelli.. Dataset: P-glycoprotein inhibition data for predicting drug efflux from Broccatelli et al. (1) The compound is CCCNC[C@H](O)COc1ccc(OCc2ccccc2)cc1C(=O)CCc1ccccc1. The result is 1 (inhibitor). (2) The compound is COc1cccc(CCc2ccccc2OCCN2CCc3cc(OC)c(OC)cc3C2)c1. The result is 1 (inhibitor). (3) The drug is CO/N=C1/C[C@]2(C[C@H]3C[C@H](CC=C(C)C[C@@H](C)C=CC=C4CO[C@@H]5[C@@H](O)C(C)=C[C@H](C(=O)O3)[C@@]45O)O2)O[C@H](/C(C)=C/C(C)C)[C@H]1C. The result is 1 (inhibitor). (4) The molecule is Cc1[nH]ccc2c1[nH]c1cc(=O)ccc12. The result is 0 (non-inhibitor). (5) The molecule is COc1cc2c(cc1OC)CN(CCc1ccc(NC(=O)c3ccc([N+](=O)[O-])cc3)cc1)CC2. The result is 1 (inhibitor). (6) The molecule is Cc1nn(C)c(OC[C@@H](O)CN(C(C)C)C(C)C)c1C(=O)c1ccccc1. The result is 1 (inhibitor). (7) The drug is COc1cc2c(cc1OC)CN(CCNC(=O)c1ccccc1NC(=O)c1cc3ccccc3cn1)CC2. The result is 1 (inhibitor). (8) The compound is CN(C)[C@@H]1C(=O)/C(=C(\N)O)C(=O)[C@]2(O)C(=O)C3=C(O)c4c(O)ccc(Cl)c4[C@@H](O)[C@H]3C[C@H]12. The result is 0 (non-inhibitor).